Dataset: Full USPTO retrosynthesis dataset with 1.9M reactions from patents (1976-2016). Task: Predict the reactants needed to synthesize the given product. (1) Given the product [F:32][C:11]1[CH:10]=[C:9]([O:8][C:6]2[N:5]=[CH:4][N:3]=[C:2]([NH:1][C:38]([N:35]3[CH2:45][CH:44]([OH:43])[CH2:49]3)=[O:50])[CH:7]=2)[C:14]([F:15])=[CH:13][C:12]=1[NH:16][C:17]([C:19]1([C:22]([NH:24][C:25]2[CH:26]=[CH:27][C:28]([F:31])=[CH:29][CH:30]=2)=[O:23])[CH2:20][CH2:21]1)=[O:18], predict the reactants needed to synthesize it. The reactants are: [NH2:1][C:2]1[CH:7]=[C:6]([O:8][C:9]2[C:14]([F:15])=[CH:13][C:12]([NH:16][C:17]([C:19]3([C:22]([NH:24][C:25]4[CH:30]=[CH:29][C:28]([F:31])=[CH:27][CH:26]=4)=[O:23])[CH2:21][CH2:20]3)=[O:18])=[C:11]([F:32])[CH:10]=2)[N:5]=[CH:4][N:3]=1.C([N:35]([CH2:38]C)CC)C.ClC([O:43][C:44]1[CH:49]=CC=C[CH:45]=1)=O.[O:50]1CCCC1. (2) Given the product [C:7]([C:9]1[CH:14]=[CH:13][C:12]([CH:15]2[N:19]3[C:20]([CH:23]=[O:24])=[CH:21][N:22]=[C:18]3[CH2:17][CH2:16]2)=[CH:11][CH:10]=1)#[N:8], predict the reactants needed to synthesize it. The reactants are: C(Cl)(=O)C(Cl)=O.[C:7]([C:9]1[CH:14]=[CH:13][C:12]([CH:15]2[N:19]3[C:20]([CH2:23][OH:24])=[CH:21][N:22]=[C:18]3[CH2:17][CH2:16]2)=[CH:11][CH:10]=1)#[N:8].C(N(CC)CC)C.C([O-])(O)=O.[Na+].